Predict the reactants needed to synthesize the given product. From a dataset of Full USPTO retrosynthesis dataset with 1.9M reactions from patents (1976-2016). Given the product [CH3:7][N:8]1[C:12]2[CH:13]=[CH:14][C:15]([S:17]([NH2:1])(=[O:19])=[O:18])=[CH:16][C:11]=2[O:10][C:9]1=[O:21], predict the reactants needed to synthesize it. The reactants are: [NH3:1].C1COCC1.[CH3:7][N:8]1[C:12]2[CH:13]=[CH:14][C:15]([S:17](Cl)(=[O:19])=[O:18])=[CH:16][C:11]=2[O:10][C:9]1=[O:21].